Dataset: Reaction yield outcomes from USPTO patents with 853,638 reactions. Task: Predict the reaction yield, written as a fraction of the theoretical maximum amount of product (1.0 means a 100% yield; for example, 0.34 means a 34% yield). (1) The reactants are [C:1]([O:5][C:6]([N:8]1[CH2:11][C:10]([O:13][C:14]2[CH:19]=[C:18]([Br:20])[CH:17]=[CH:16][C:15]=2[OH:21])([CH3:12])[CH2:9]1)=[O:7])([CH3:4])([CH3:3])[CH3:2].Br[CH2:23][CH2:24][C:25]1[CH:30]=[CH:29][CH:28]=[CH:27][CH:26]=1.C([O-])([O-])=O.[Cs+].[Cs+]. The catalyst is CN(C=O)C.O. The product is [C:1]([O:5][C:6]([N:8]1[CH2:9][C:10]([O:13][C:14]2[CH:19]=[C:18]([Br:20])[CH:17]=[CH:16][C:15]=2[O:21][CH2:23][CH2:24][C:25]2[CH:30]=[CH:29][CH:28]=[CH:27][CH:26]=2)([CH3:12])[CH2:11]1)=[O:7])([CH3:2])([CH3:3])[CH3:4]. The yield is 0.580. (2) The reactants are [NH:1]1[C:9]2[C:4](=[CH:5][C:6]([NH2:10])=[CH:7][CH:8]=2)[CH:3]=[N:2]1.[N:11]([O-])=O.[Na+].O.O.Cl[Sn]Cl.[CH3:20][CH:21]([CH3:27])[C:22](=O)[CH2:23][C:24]#[N:25]. The product is [NH:1]1[C:9]2[C:4](=[CH:5][C:6]([N:10]3[C:24]([NH2:25])=[CH:23][C:22]([CH:21]([CH3:27])[CH3:20])=[N:11]3)=[CH:7][CH:8]=2)[CH:3]=[N:2]1. The catalyst is Cl.C(O)C. The yield is 0.590. (3) The reactants are I[C:2]1[CH:3]=[C:4]2[C:8](=[CH:9][CH:10]=1)[N:7]([C:11]1[CH:16]=[CH:15][CH:14]=[CH:13][N:12]=1)[N:6]=[CH:5]2.[CH3:17][C@H:18]([NH2:27])[C@H:19]([OH:26])[C:20]1[CH:25]=[CH:24][CH:23]=[CH:22][CH:21]=1.C(#N)CCC.C(=O)([O-])[O-].[Cs+].[Cs+]. The catalyst is [Cu]I. The product is [CH3:17][CH:18]([NH2:27])[CH:19]([C:20]1[CH:25]=[CH:24][CH:23]=[CH:22][CH:21]=1)[O:26][C:2]1[CH:3]=[C:4]2[C:8](=[CH:9][CH:10]=1)[N:7]([C:11]1[CH:16]=[CH:15][CH:14]=[CH:13][N:12]=1)[N:6]=[CH:5]2. The yield is 0.160. (4) The yield is 0.814. No catalyst specified. The reactants are [CH3:1][N:2]1[C:10](=[O:11])[C:9]2[NH:8][C:7](/[CH:12]=[CH:13]/[C:14]([OH:16])=[O:15])=[N:6][C:5]=2[N:4]([CH3:17])[C:3]1=[O:18].S(=O)(=O)(O)O.O.[CH2:25](O)[CH3:26]. The product is [CH3:1][N:2]1[C:10](=[O:11])[C:9]2[NH:8][C:7](/[CH:12]=[CH:13]/[C:14]([O:16][CH2:25][CH3:26])=[O:15])=[N:6][C:5]=2[N:4]([CH3:17])[C:3]1=[O:18]. (5) The reactants are C(N(CC)CC)C.[C:8](O)([C:10](F)(F)F)=[O:9].[NH2:15][C@@H:16]1[C:27](=[O:28])[O:26][CH2:25][C@@H:24]([C:29]2[CH:34]=[CH:33][CH:32]=[CH:31][CH:30]=2)[NH:23][C:22](=[O:35])[CH2:21][CH2:20][CH:19]=[CH:18][CH2:17]1.C(OC(=O)C)(=O)C. No catalyst specified. The product is [O:35]=[C:22]1[CH2:21][CH2:20][CH:19]=[CH:18][CH2:17][C@H:16]([NH:15][C:8](=[O:9])[CH3:10])[C:27](=[O:28])[O:26][CH2:25][C@@H:24]([C:29]2[CH:34]=[CH:33][CH:32]=[CH:31][CH:30]=2)[NH:23]1. The yield is 0.990. (6) The reactants are [CH3:1][C:2](=[CH:5][CH2:6][CH2:7][CH2:8][CH2:9][CH2:10]C)[CH:3]=[O:4].[CH2:12]([Mg]Br)[CH3:13]. The catalyst is C(OCC)C.CCCCCC.CC(OC)(C)C. The product is [CH3:1][C:2](=[CH:5][CH2:6][CH2:7][CH2:8][CH2:9][CH3:10])[CH:3]([OH:4])[CH2:12][CH3:13]. The yield is 0.550.